Dataset: Reaction yield outcomes from USPTO patents with 853,638 reactions. Task: Predict the reaction yield, written as a fraction of the theoretical maximum amount of product (1.0 means a 100% yield; for example, 0.34 means a 34% yield). The reactants are [CH3:1][CH2:2][CH:3]([OH:6])[CH2:4][CH3:5].[H-].[Na+].Cl[C:10]1[N:15]2[N:16]=[CH:17][C:18]([C:19]3[C:24]([CH3:25])=[CH:23][C:22]([CH3:26])=[CH:21][C:20]=3[CH3:27])=[C:14]2[N:13]=[C:12]([CH3:28])[CH:11]=1. The catalyst is C1COCC1. The product is [CH2:2]([CH:3]([O:6][C:10]1[N:15]2[N:16]=[CH:17][C:18]([C:19]3[C:20]([CH3:27])=[CH:21][C:22]([CH3:26])=[CH:23][C:24]=3[CH3:25])=[C:14]2[N:13]=[C:12]([CH3:28])[CH:11]=1)[CH2:4][CH3:5])[CH3:1]. The yield is 0.880.